The task is: Predict the product of the given reaction.. This data is from Forward reaction prediction with 1.9M reactions from USPTO patents (1976-2016). Given the reactants Cl[C:2]1[NH:3][C:4](=[O:13])[C:5]2[C:10]([CH:11]=1)=[CH:9][CH:8]=[CH:7][C:6]=2[CH3:12].[OH:14][CH2:15][CH2:16][N:17]1[CH2:22][CH2:21][NH:20][CH2:19][CH2:18]1, predict the reaction product. The product is: [OH:14][CH2:15][CH2:16][N:17]1[CH2:22][CH2:21][N:20]([C:2]2[NH:3][C:4](=[O:13])[C:5]3[C:10]([CH:11]=2)=[CH:9][CH:8]=[CH:7][C:6]=3[CH3:12])[CH2:19][CH2:18]1.